Predict which catalyst facilitates the given reaction. From a dataset of Catalyst prediction with 721,799 reactions and 888 catalyst types from USPTO. (1) Reactant: [CH3:1][C:2]1[CH:6]=[C:5]([C:7]2[CH:12]=[CH:11][C:10]([C:13]([F:16])([F:15])[F:14])=[CH:9][CH:8]=2)[S:4][C:3]=1[CH:17]=[O:18].C[Mg+].[Br-].[CH2:22](OCC)C. Product: [CH3:1][C:2]1[CH:6]=[C:5]([C:7]2[CH:8]=[CH:9][C:10]([C:13]([F:16])([F:14])[F:15])=[CH:11][CH:12]=2)[S:4][C:3]=1[CH:17]([OH:18])[CH3:22]. The catalyst class is: 1. (2) Reactant: [Br:1][C:2]1[CH:7]=[CH:6][C:5]([OH:8])=[CH:4][CH:3]=1.C(=O)([O-])[O-].[K+].[K+].Cl[CH2:16][CH:17]([OH:20])[CH2:18][OH:19]. Product: [Br:1][C:2]1[CH:7]=[CH:6][C:5]([O:8][CH2:16][CH:17]([OH:20])[CH2:18][OH:19])=[CH:4][CH:3]=1. The catalyst class is: 10. (3) Reactant: [NH4+:1].[Cl-].C[Al](C)C.[Cl:7][C:8]1[C:13]([Cl:14])=[CH:12][CH:11]=[CH:10][C:9]=1[CH2:15][C:16]#[N:17]. Product: [ClH:7].[Cl:7][C:8]1[C:13]([Cl:14])=[CH:12][CH:11]=[CH:10][C:9]=1[CH2:15][C:16]([NH2:1])=[NH:17]. The catalyst class is: 11. (4) Reactant: [CH3:1][C@H:2]1[CH2:7][CH2:6][CH2:5][CH2:4][N:3]1[C@H:8]1[CH2:11][C@H:10]([C:12]2[S:13][C:14]3[CH:20]=[C:19]([C:21]([O:23]C)=[O:22])[CH:18]=[CH:17][C:15]=3[N:16]=2)[CH2:9]1.O.C[O-].[Na+]. Product: [CH3:1][C@H:2]1[CH2:7][CH2:6][CH2:5][CH2:4][N:3]1[C@H:8]1[CH2:9][C@H:10]([C:12]2[S:13][C:14]3[CH:20]=[C:19]([C:21]([OH:23])=[O:22])[CH:18]=[CH:17][C:15]=3[N:16]=2)[CH2:11]1. The catalyst class is: 5. (5) Reactant: [NH2:1][C:2]1[C:7]([F:8])=[C:6]([C:9]2[CH:14]=[CH:13][C:12]([CH:15]=O)=[CH:11][CH:10]=2)[N:5]=[C:4]([C:17]([O:19][CH3:20])=[O:18])[C:3]=1[O:21][CH3:22].[C:23]([O-])([O-])=O.[K+].[K+].CO.[N+](=C(P(=O)(OC)OC)C(=O)C)=[N-]. Product: [NH2:1][C:2]1[C:7]([F:8])=[C:6]([C:9]2[CH:14]=[CH:13][C:12]([C:15]#[CH:23])=[CH:11][CH:10]=2)[N:5]=[C:4]([C:17]([O:19][CH3:20])=[O:18])[C:3]=1[O:21][CH3:22]. The catalyst class is: 28. (6) Reactant: [Br:1][C:2]1[C:11]([OH:12])=[CH:10][C:5]([C:6]([O:8][CH3:9])=[O:7])=[CH:4][C:3]=1[OH:13].C(=O)([O-])[O-].[K+].[K+].[CH2:20](Br)[C:21]1[CH:26]=[CH:25][CH:24]=[CH:23][CH:22]=1.Cl. Product: [CH2:20]([O:12][C:11]1[CH:10]=[C:5]([CH:4]=[C:3]([OH:13])[C:2]=1[Br:1])[C:6]([O:8][CH3:9])=[O:7])[C:21]1[CH:26]=[CH:25][CH:24]=[CH:23][CH:22]=1. The catalyst class is: 18.